Dataset: Full USPTO retrosynthesis dataset with 1.9M reactions from patents (1976-2016). Task: Predict the reactants needed to synthesize the given product. Given the product [Cl:27][CH2:17][C:1]1[C:14]2[C:15]3=[C:16]4[C:11](=[CH:12][CH:13]=2)[CH:10]=[CH:9][CH:8]=[C:7]4[CH:6]=[CH:5][C:4]3=[CH:3][CH:2]=1, predict the reactants needed to synthesize it. The reactants are: [C:1]1([CH2:17]O)[C:14]2[C:15]3=[C:16]4[C:11](=[CH:12][CH:13]=2)[CH:10]=[CH:9][CH:8]=[C:7]4[CH:6]=[CH:5][C:4]3=[CH:3][CH:2]=1.N1C=CC=CC=1.O=S(Cl)[Cl:27].O.